Dataset: Catalyst prediction with 721,799 reactions and 888 catalyst types from USPTO. Task: Predict which catalyst facilitates the given reaction. (1) Reactant: [N+:1]([C:4]1[CH:9]=[CH:8][CH:7]=[CH:6][C:5]=1B(O)O)([O-:3])=[O:2].C(O)C.[CH3:16][C:17]1([CH3:31])[CH2:22][CH2:21][C:20](OS(C(F)(F)F)(=O)=O)=[CH:19][CH2:18]1.C(=O)([O-])[O-].[Na+].[Na+]. Product: [CH3:16][C:17]1([CH3:31])[CH2:22][CH2:21][C:20]([C:5]2[CH:6]=[CH:7][CH:8]=[CH:9][C:4]=2[N+:1]([O-:3])=[O:2])=[CH:19][CH2:18]1. The catalyst class is: 109. (2) Reactant: C([Li])CCC.[CH2:6]([O:10][CH:11]1[CH2:16][CH2:15][CH2:14][CH2:13][O:12]1)[CH2:7][C:8]#[CH:9].[CH2:17]([Sn:21](Cl)([CH2:26][CH2:27][CH2:28][CH3:29])[CH2:22][CH2:23][CH2:24][CH3:25])[CH2:18][CH2:19][CH3:20]. Product: [O:12]1[CH2:13][CH2:14][CH2:15][CH2:16][CH:11]1[O:10][CH2:6][CH2:7][C:8]#[C:9][Sn:21]([CH2:22][CH2:23][CH2:24][CH3:25])([CH2:26][CH2:27][CH2:28][CH3:29])[CH2:17][CH2:18][CH2:19][CH3:20]. The catalyst class is: 1. (3) Reactant: [Br:1][C:2]1[C:3]([O:13][CH3:14])=[C:4]([C:8]([O:11][CH3:12])=[CH:9][CH:10]=1)[C:5]([OH:7])=[O:6].S(Cl)(Cl)=O.CO.[CH2:21](N(CC)CC)C. Product: [Br:1][C:2]1[C:3]([O:13][CH3:14])=[C:4]([C:8]([O:11][CH3:12])=[CH:9][CH:10]=1)[C:5]([O:7][CH3:21])=[O:6]. The catalyst class is: 2. (4) The catalyst class is: 77. Reactant: [C:1]([O:5][C:6](=[O:31])[CH2:7][O:8][C:9]1[C:14]2[CH2:15][CH2:16][CH2:17][CH2:18][CH:19]([NH:20][S:21]([C:24]3[CH:29]=[CH:28][CH:27]=[C:26](Br)[CH:25]=3)(=[O:23])=[O:22])[C:13]=2[CH:12]=[CH:11][CH:10]=1)([CH3:4])([CH3:3])[CH3:2].[CH3:32][C:33]1[CH:38]=[CH:37][C:36](B(O)O)=[CH:35][CH:34]=1.C([O-])([O-])=O.[K+].[K+]. Product: [C:1]([O:5][C:6](=[O:31])[CH2:7][O:8][C:9]1[C:14]2[CH2:15][CH2:16][CH2:17][CH2:18][CH:19]([NH:20][S:21]([C:24]3[CH:25]=[C:26]([C:36]4[CH:37]=[CH:38][C:33]([CH3:32])=[CH:34][CH:35]=4)[CH:27]=[CH:28][CH:29]=3)(=[O:23])=[O:22])[C:13]=2[CH:12]=[CH:11][CH:10]=1)([CH3:4])([CH3:3])[CH3:2]. (5) Reactant: [CH:1]1([N:4]([CH2:32][C:33]2[CH:38]=[C:37]([CH2:39][CH2:40][CH2:41][O:42][CH3:43])[CH:36]=[C:35]([O:44][CH2:45][CH2:46][O:47][CH3:48])[CH:34]=2)[C:5]([C@@H:7]2[C@:12]([C:14]3[CH:19]=[CH:18][C:17]([C:20]([F:23])([F:22])[F:21])=[CH:16][C:15]=3[F:24])([OH:13])[CH2:11][CH2:10][N:9](C(OC(C)(C)C)=O)[CH2:8]2)=[O:6])[CH2:3][CH2:2]1.Cl. Product: [CH:1]1([N:4]([CH2:32][C:33]2[CH:38]=[C:37]([CH2:39][CH2:40][CH2:41][O:42][CH3:43])[CH:36]=[C:35]([O:44][CH2:45][CH2:46][O:47][CH3:48])[CH:34]=2)[C:5]([CH:7]2[C:12]([C:14]3[CH:19]=[CH:18][C:17]([C:20]([F:22])([F:21])[F:23])=[CH:16][C:15]=3[F:24])([OH:13])[CH2:11][CH2:10][NH:9][CH2:8]2)=[O:6])[CH2:3][CH2:2]1. The catalyst class is: 2. (6) Reactant: [C:1]([O:5][C:6]([N:8]1[CH2:12][CH2:11][C@@H:10]([N:13]=[N+:14]=[N-:15])[C@H:9]1[C:16]([OH:18])=O)=[O:7])([CH3:4])([CH3:3])[CH3:2].[Cl:19][C:20]1[C:21]([F:28])=[C:22]([CH:25]=[CH:26][CH:27]=1)[CH2:23][NH2:24].CN(C(ON1N=NC2C=CC=CC1=2)=[N+](C)C)C.F[P-](F)(F)(F)(F)F. Product: [C:1]([O:5][C:6]([N:8]1[CH2:12][CH2:11][C@@H:10]([N:13]=[N+:14]=[N-:15])[C@H:9]1[C:16](=[O:18])[NH:24][CH2:23][C:22]1[CH:25]=[CH:26][CH:27]=[C:20]([Cl:19])[C:21]=1[F:28])=[O:7])([CH3:2])([CH3:3])[CH3:4]. The catalyst class is: 2.